The task is: Predict the reaction yield, written as a fraction of the theoretical maximum amount of product (1.0 means a 100% yield; for example, 0.34 means a 34% yield).. This data is from Reaction yield outcomes from USPTO patents with 853,638 reactions. (1) The reactants are [CH2:1]([NH:4][C:5]1[N:10]=[C:9]([NH:11][CH2:12][CH2:13][CH3:14])[N:8]=[C:7]([N:15](C)[O:16][CH3:17])[N:6]=1)[CH2:2][CH3:3].Cl.CON.[OH-].[Na+]. The catalyst is O1CCOCC1.O. The product is [CH2:1]([NH:4][C:5]1[N:10]=[C:9]([NH:11][CH2:12][CH2:13][CH3:14])[N:8]=[C:7]([NH:15][O:16][CH3:17])[N:6]=1)[CH2:2][CH3:3]. The yield is 0.900. (2) The reactants are CC(C)([O-])C.[K+].[CH3:7][C:8]([CH2:19][CH2:20][CH:21]=[C:22]([CH3:24])[CH3:23])=[CH:9][CH2:10]P(OCC)(=O)OCC.[CH3:25][CH:26]([CH:29]([O:33][CH2:34][CH3:35])[O:30][CH2:31][CH3:32])[CH:27]=O.O. The catalyst is O1CCCC1.CCOCC. The product is [CH3:25][CH:26]([CH:27]=[CH:10][CH:9]=[C:8]([CH3:7])[CH2:19][CH2:20][CH:21]=[C:22]([CH3:24])[CH3:23])[CH:29]([O:33][CH2:34][CH3:35])[O:30][CH2:31][CH3:32]. The yield is 0.663. (3) The reactants are Cl[C:2]1[C:7]2[S:8][C:9]([C:11]3[C:16]([F:17])=[CH:15][CH:14]=[CH:13][C:12]=3[Cl:18])=[N:10][C:6]=2[CH:5]=[CH:4][N:3]=1.[CH:19]1([C:22]([NH2:24])=[O:23])[CH2:21][CH2:20]1.CC1(C)C2C(=C(P(C3C=CC=CC=3)C3C=CC=CC=3)C=CC=2)OC2C(P(C3C=CC=CC=3)C3C=CC=CC=3)=CC=CC1=2.C(=O)([O-])[O-].[Cs+].[Cs+]. The catalyst is O1CCOCC1.C1C=CC(/C=C/C(/C=C/C2C=CC=CC=2)=O)=CC=1.C1C=CC(/C=C/C(/C=C/C2C=CC=CC=2)=O)=CC=1.C1C=CC(/C=C/C(/C=C/C2C=CC=CC=2)=O)=CC=1.[Pd].[Pd]. The product is [Cl:18][C:12]1[CH:13]=[CH:14][CH:15]=[C:16]([F:17])[C:11]=1[C:9]1[S:8][C:7]2[C:2]([NH:24][C:22]([CH:19]3[CH2:21][CH2:20]3)=[O:23])=[N:3][CH:4]=[CH:5][C:6]=2[N:10]=1. The yield is 0.300. (4) The yield is 0.760. The catalyst is C(OCC)C. The reactants are [O-]CC.[K+:4].[C:5]([O:12][CH2:13][CH3:14])(=[O:11])[C:6]([O:8]CC)=O.[CH2:15]([N:22]([CH2:33][C:34]1[CH:39]=[CH:38][CH:37]=[CH:36][CH:35]=1)[C:23]1[C:28]([N+:29]([O-:31])=[O:30])=[C:27]([CH3:32])[CH:26]=[CH:25][N:24]=1)[C:16]1[CH:21]=[CH:20][CH:19]=[CH:18][CH:17]=1. The product is [CH2:33]([N:22]([CH2:15][C:16]1[CH:21]=[CH:20][CH:19]=[CH:18][CH:17]=1)[C:23]1[C:28]([N+:29]([O-:31])=[O:30])=[C:27](/[CH:32]=[C:6](\[O-:8])/[C:5]([O:12][CH2:13][CH3:14])=[O:11])[CH:26]=[CH:25][N:24]=1)[C:34]1[CH:35]=[CH:36][CH:37]=[CH:38][CH:39]=1.[K+:4]. (5) The reactants are Cl[C:2]1[CH:7]=[C:6]([O:8][C:9]2[CH:15]=[CH:14][C:12]([NH2:13])=[CH:11][C:10]=2[F:16])[CH:5]=[CH:4][N:3]=1.[CH3:17][N:18]1[CH:22]=[C:21](B2OC(C)(C)C(C)(C)O2)[CH:20]=[N:19]1.C([O-])([O-])=O.[Na+].[Na+]. No catalyst specified. The product is [F:16][C:10]1[CH:11]=[C:12]([CH:14]=[CH:15][C:9]=1[O:8][C:6]1[CH:5]=[CH:4][N:3]=[C:2]([C:21]2[CH:20]=[N:19][N:18]([CH3:17])[CH:22]=2)[CH:7]=1)[NH2:13]. The yield is 0.340. (6) The reactants are [Br:1][C:2]1[CH:3]=[CH:4][C:5](=[C:8]2[C:13](=[O:14])OC(C)(C)OC2=O)[NH:6][CH:7]=1.[CH2:18]([NH2:25])[C:19]1[CH:24]=[CH:23][CH:22]=[CH:21][CH:20]=1. The catalyst is C1(C)C=CC=CC=1. The product is [CH2:18]([NH:25][C:13](=[O:14])[CH2:8][C:5]1[CH:4]=[CH:3][C:2]([Br:1])=[CH:7][N:6]=1)[C:19]1[CH:24]=[CH:23][CH:22]=[CH:21][CH:20]=1. The yield is 0.960. (7) The reactants are [F:1][C:2]([F:7])([F:6])[C:3](=[NH:5])[NH2:4].[CH:8]1(/[C:12](/O)=[CH:13]/[C:14](=O)[C:15]([O:17][CH2:18][CH3:19])=[O:16])[CH2:11][CH2:10][CH2:9]1.Cl. The catalyst is C(O)C. The product is [CH:8]1([C:12]2[N:4]=[C:3]([C:2]([F:7])([F:6])[F:1])[N:5]=[C:14]([C:15]([O:17][CH2:18][CH3:19])=[O:16])[CH:13]=2)[CH2:9][CH2:10][CH2:11]1. The yield is 0.480. (8) The reactants are [CH3:1][C:2]1[O:6][C:5]([C:7]2[CH:12]=[CH:11][C:10]([N:13]3[CH2:18][CH2:17][O:16][CH2:15][CH2:14]3)=[CH:9][CH:8]=2)=[N:4][C:3]=1[CH2:19][CH2:20][O:21][C:22]1[CH:23]=[C:24]2[C:28](=[CH:29][CH:30]=1)[C@H:27]([CH2:31][C:32]([O:34]CC)=[O:33])[CH2:26][CH2:25]2.O[Li].O.O.Cl. The catalyst is CCO.C1COCC1. The product is [CH3:1][C:2]1[O:6][C:5]([C:7]2[CH:8]=[CH:9][C:10]([N:13]3[CH2:14][CH2:15][O:16][CH2:17][CH2:18]3)=[CH:11][CH:12]=2)=[N:4][C:3]=1[CH2:19][CH2:20][O:21][C:22]1[CH:23]=[C:24]2[C:28](=[CH:29][CH:30]=1)[C@H:27]([CH2:31][C:32]([OH:34])=[O:33])[CH2:26][CH2:25]2. The yield is 0.700. (9) The reactants are I[C:2]1[N:3]=[C:4]([CH3:7])[S:5][CH:6]=1.[CH2:8]([C:12]1[O:13][C:14]2[C:20]([Cl:21])=[CH:19][C:18]([F:22])=[CH:17][C:15]=2[N:16]=1)[CH2:9][C:10]#[CH:11]. No catalyst specified. The product is [Cl:21][C:20]1[C:14]2[O:13][C:12]([CH2:8][CH2:9][C:10]#[C:11][C:2]3[N:3]=[C:4]([CH3:7])[S:5][CH:6]=3)=[N:16][C:15]=2[CH:17]=[C:18]([F:22])[CH:19]=1. The yield is 0.550.